Task: Predict which catalyst facilitates the given reaction.. Dataset: Catalyst prediction with 721,799 reactions and 888 catalyst types from USPTO (1) Reactant: C([O:3][CH:4](OCC)[CH2:5][O:6][C@H:7]([CH2:29][CH2:30][C:31]1[CH:36]=[CH:35][CH:34]=[CH:33][CH:32]=1)[C@H:8]([C@@H:17]([O:19][CH2:20][C:21]1[CH:26]=[CH:25][C:24]([O:27][CH3:28])=[CH:23][CH:22]=1)[CH3:18])[CH2:9][C:10]1[CH:15]=[CH:14][C:13]([F:16])=[CH:12][CH:11]=1)C. Product: [F:16][C:13]1[CH:14]=[CH:15][C:10]([CH2:9][C@@H:8]([C@@H:17]([O:19][CH2:20][C:21]2[CH:22]=[CH:23][C:24]([O:27][CH3:28])=[CH:25][CH:26]=2)[CH3:18])[C@H:7]([O:6][CH2:5][CH:4]=[O:3])[CH2:29][CH2:30][C:31]2[CH:36]=[CH:35][CH:34]=[CH:33][CH:32]=2)=[CH:11][CH:12]=1. The catalyst class is: 23. (2) Reactant: I[C:2]1[CH:3]=[N:4][N:5]([CH:8]2[CH2:13][CH2:12][N:11]([C:14]([O:16][C:17]([CH3:20])([CH3:19])[CH3:18])=[O:15])[CH2:10][CH2:9]2)[C:6]=1[CH3:7].C1COCC1.C([Mg]Cl)(C)C.CO[B:33]1[O:37][C:36]([CH3:39])([CH3:38])[C:35]([CH3:41])([CH3:40])[O:34]1. Product: [CH3:7][C:6]1[N:5]([CH:8]2[CH2:13][CH2:12][N:11]([C:14]([O:16][C:17]([CH3:20])([CH3:19])[CH3:18])=[O:15])[CH2:10][CH2:9]2)[N:4]=[CH:3][C:2]=1[B:33]1[O:37][C:36]([CH3:39])([CH3:38])[C:35]([CH3:41])([CH3:40])[O:34]1. The catalyst class is: 6. (3) The catalyst class is: 71. Reactant: Cl[C:2]1[C:3]2[C:4](=[CH:18][N:19](CC3C=CC(OC)=CC=3)[N:20]=2)[N:5]=[C:6]([C:8]2[CH:13]=[CH:12][C:11]([O:14][CH3:15])=[C:10]([O:16][CH3:17])[CH:9]=2)[N:7]=1.[NH:30]1[C:38]2[C:33](=[CH:34][C:35]([NH2:39])=[CH:36][CH:37]=2)[CH:32]=[N:31]1.Cl. Product: [CH3:17][O:16][C:10]1[CH:9]=[C:8]([C:6]2[N:7]=[C:2]([NH:39][C:35]3[CH:34]=[C:33]4[C:38](=[CH:37][CH:36]=3)[NH:30][N:31]=[CH:32]4)[C:3]3[NH:20][N:19]=[CH:18][C:4]=3[N:5]=2)[CH:13]=[CH:12][C:11]=1[O:14][CH3:15]. (4) Reactant: [F:1][C:2]1[CH:3]=[C:4]([C:8]2[N:13]=[CH:12][C:11]([C:14]([OH:16])=O)=[CH:10][N:9]=2)[CH:5]=[CH:6][CH:7]=1.[NH2:17][N:18]1[CH2:23][C:22]([CH3:24])=[N:21][NH:20][C:19]1=[O:25].C[N+]1(C2N=C(OC)N=C(OC)N=2)CCOCC1.[Cl-]. Product: [CH3:24][C:22]1[CH2:23][N:18]([NH:17][C:14]([C:11]2[CH:12]=[N:13][C:8]([C:4]3[CH:5]=[CH:6][CH:7]=[C:2]([F:1])[CH:3]=3)=[N:9][CH:10]=2)=[O:16])[C:19](=[O:25])[NH:20][N:21]=1. The catalyst class is: 3. (5) Reactant: [F:1][C:2]([F:23])([F:22])[C:3]([N:5]1[CH2:10][CH2:9][N:8]([S:11]([C:14]2[CH:19]=[C:18]([F:20])[CH:17]=[CH:16][C:15]=2[CH3:21])(=[O:13])=[O:12])[CH2:7][CH2:6]1)=[O:4].C1C(=O)N([Br:31])C(=O)C1.CC(N=NC(C#N)(C)C)(C#N)C. Product: [Br:31][CH2:21][C:15]1[CH:16]=[CH:17][C:18]([F:20])=[CH:19][C:14]=1[S:11]([N:8]1[CH2:7][CH2:6][N:5]([C:3](=[O:4])[C:2]([F:1])([F:22])[F:23])[CH2:10][CH2:9]1)(=[O:12])=[O:13]. The catalyst class is: 53.